Task: Predict the reaction yield, written as a fraction of the theoretical maximum amount of product (1.0 means a 100% yield; for example, 0.34 means a 34% yield).. Dataset: Reaction yield outcomes from USPTO patents with 853,638 reactions (1) The reactants are [C:1]([O:5][C:6]([N:8]1[CH2:13][CH2:12][CH2:11][CH:10]([C:14](=O)[NH:15][C:16]2[CH:21]=[CH:20][CH:19]=[CH:18][C:17]=2[F:22])[CH2:9]1)=[O:7])([CH3:4])([CH3:3])[CH3:2].B.C1COCC1. The catalyst is C1COCC1. The product is [C:1]([O:5][C:6]([N:8]1[CH2:13][CH2:12][CH2:11][CH:10]([CH2:14][NH:15][C:16]2[CH:21]=[CH:20][CH:19]=[CH:18][C:17]=2[F:22])[CH2:9]1)=[O:7])([CH3:4])([CH3:2])[CH3:3]. The yield is 0.900. (2) The reactants are F[C:2]1[CH:9]=[CH:8][C:7]([CH:10]=[O:11])=[CH:6][C:3]=1[C:4]#[N:5].[Br-:12].[Li+]. The catalyst is CN1C(=O)CCC1. The product is [Br:12][C:2]1[CH:9]=[CH:8][C:7]([CH:10]=[O:11])=[CH:6][C:3]=1[C:4]#[N:5]. The yield is 0.180.